This data is from Drug-target binding data from BindingDB using IC50 measurements. The task is: Regression. Given a target protein amino acid sequence and a drug SMILES string, predict the binding affinity score between them. We predict pIC50 (pIC50 = -log10(IC50 in M); higher means more potent). Dataset: bindingdb_ic50. (1) The compound is Cc1cc(C(=O)c2cccc(Cl)c2Cl)ccc1OC(=O)c1ccccc1. The target protein (Q7T3S7) has sequence MKTLWIVAVWLIAVEGNLYQFGRMIWNRTGKLPILSYGSYGCYCGWGGQGPPKDATDRCCLVHDCCYTRVGDCSPKMTLYSYRFENGDIICDNKDPCKRAVCECDREAAICLGENVNTYDKKYKSYEDCTEEVQEC. The pIC50 is 4.0. (2) The drug is C[C@@H](Nc1nccc(-c2c(-c3ccccc3)nc3nc(N)ccn23)n1)c1ccccc1. The target protein (P47811) has sequence MSQERPTFYRQELNKTIWEVPERYQNLSPVGSGAYGSVCAAFDTKTGHRVAVKKLSRPFQSIIHAKRTYRELRLLKHMKHENVIGLLDVFTPARSLEEFNDVYLVTHLMGADLNNIVKCQKLTDDHVQFLIYQILRGLKYIHSADIIHRDLKPSNLAVNEDCELKILDFGLARHTDDEMTGYVATRWYRAPEIMLNWMHYNQTVDIWSVGCIMAELLTGRTLFPGTDHIDQLKLILRLVGTPGAELLKKISSESARNYIQSLAQMPKMNFANVFIGANPLAVDLLEKMLVLDSDKRITAAQALAHAYFAQYHDPDDEPVADPYDQSFESRDLLIDEWKSLTYDEVISFVPPPLDQEEMES. The pIC50 is 7.4. (3) The drug is CCOC(=O)c1cnc2c(OC)cccc2c1Nc1ccccc1C. The target protein (P19156) has sequence MGKAENYELYQVELGPGPSGDMAAKMSKKKAGRGGGKRKEKLENMKKEMEINDHQLSVAELEQKYQTSATKGLSASLAAELLLRDGPNALRPPRGTPEYVKFARQLAGGLQCLMWVAAAICLIAFAIQASEGDLTTDDNLYLALALIAVVVVTGCFGYYQEFKSTNIIASFKNLVPQQATVIRDGDKFQINADQLVVGDLVEMKGGDRVPADIRILQAQGRKVDNSSLTGESEPQTRSPECTHESPLETRNIAFFSTMCLEGTAQGLVVNTGDRTIIGRIASLASGVENEKTPIAIEIEHFVDIIAGLAILFGATFFIVAMCIGYTFLRAMVFFMAIVVAYVPEGLLATVTVCLSLTAKRLASKNCVVKNLEAVETLGSTSVICSDKTGTLTQNRMTVSHLWFDNHIHSADTTEDQSGQTFDQSSETWRALCRVLTLCNRAAFKSGQDAVPVPKRIVIGDASETALLKFSELTLGNAMGYRERFPKVCEIPFNSTNKFQL.... The pIC50 is 6.1.